Dataset: Catalyst prediction with 721,799 reactions and 888 catalyst types from USPTO. Task: Predict which catalyst facilitates the given reaction. (1) Reactant: [F:1][C:2]1[CH:3]=[CH:4][C:5]2[N:9]=[C:8]([C@@H:10]([NH2:12])[CH3:11])[N:7]([C:13]3[CH:18]=[CH:17][CH:16]=[CH:15][N:14]=3)[C:6]=2[CH:19]=1.Cl[C:21]1[N:29]=[CH:28][N:27]=[C:26]2[C:22]=1[N:23]=[CH:24][N:25]2C1CCCCO1.CCN(C(C)C)C(C)C. The catalyst class is: 41. Product: [F:1][C:2]1[CH:3]=[CH:4][C:5]2[N:9]=[C:8]([CH:10]([NH:12][C:21]3[N:29]=[CH:28][N:27]=[C:26]4[C:22]=3[N:23]=[CH:24][NH:25]4)[CH3:11])[N:7]([C:13]3[CH:18]=[CH:17][CH:16]=[CH:15][N:14]=3)[C:6]=2[CH:19]=1. (2) Reactant: [Cl:1][C:2]1[C:3]([NH2:11])=[C:4]([CH:8]=[CH:9][CH:10]=1)[C:5]([OH:7])=[O:6].[CH3:12][CH:13]1[CH2:17][CH2:16]C(C)O1.Cl.N1C=CC=CC=1. Product: [Cl:1][C:2]1[C:3]([N:11]2[CH:16]=[CH:17][CH:13]=[CH:12]2)=[C:4]([CH:8]=[CH:9][CH:10]=1)[C:5]([OH:7])=[O:6]. The catalyst class is: 12. (3) Product: [Cl:1][C:2]1[N:10]([C:11]2[CH:12]=[CH:13][C:14]([C:17]3[C:22]([OH:23])=[CH:21][CH:20]=[CH:19][C:18]=3[Cl:25])=[CH:15][CH:16]=2)[C:9]2[C:8]([OH:26])=[C:7]([C:27]#[N:28])[C:6](=[O:29])[NH:5][C:4]=2[CH:3]=1. The catalyst class is: 2. Reactant: [Cl:1][C:2]1[N:10]([C:11]2[CH:16]=[CH:15][C:14]([C:17]3[C:22]([O:23]C)=[CH:21][CH:20]=[CH:19][C:18]=3[Cl:25])=[CH:13][CH:12]=2)[C:9]2[C:8]([OH:26])=[C:7]([C:27]#[N:28])[C:6](=[O:29])[NH:5][C:4]=2[CH:3]=1.B(Br)(Br)Br.O. (4) Reactant: C([SiH](CC)CC)C.FC(F)(F)C(O)=O.[CH3:15][O:16][C:17](=[O:43])[C:18]1[CH:23]=[CH:22][C:21]([S:24]([N:27]2[C:35]3[C:30](=[CH:31][CH:32]=[CH:33][CH:34]=3)[C:29]([C:36]3(O)[CH2:41][CH2:40][CH2:39][CH2:38][CH2:37]3)=[CH:28]2)(=[O:26])=[O:25])=[CH:20][CH:19]=1.C(=O)(O)[O-].[Na+]. Product: [CH3:15][O:16][C:17](=[O:43])[C:18]1[CH:23]=[CH:22][C:21]([S:24]([N:27]2[C:35]3[C:30](=[CH:31][CH:32]=[CH:33][CH:34]=3)[C:29]([CH:36]3[CH2:37][CH2:38][CH2:39][CH2:40][CH2:41]3)=[CH:28]2)(=[O:25])=[O:26])=[CH:20][CH:19]=1. The catalyst class is: 795. (5) Reactant: [Br:1][C:2]1[CH:7]=[CH:6][C:5]([OH:8])=[CH:4][C:3]=1[F:9].O[CH:11]1[CH2:16][CH2:15][N:14]([C:17]([O:19][C:20]([CH3:23])([CH3:22])[CH3:21])=[O:18])[CH2:13][CH2:12]1.C1(P(C2C=CC=CC=2)C2C=CC=CC=2)C=CC=CC=1. Product: [Br:1][C:2]1[CH:7]=[CH:6][C:5]([O:8][CH:11]2[CH2:16][CH2:15][N:14]([C:17]([O:19][C:20]([CH3:23])([CH3:22])[CH3:21])=[O:18])[CH2:13][CH2:12]2)=[CH:4][C:3]=1[F:9]. The catalyst class is: 7.